The task is: Predict which catalyst facilitates the given reaction.. This data is from Catalyst prediction with 721,799 reactions and 888 catalyst types from USPTO. (1) Reactant: [CH2:1](Br)[C:2]1[CH:7]=[CH:6][CH:5]=[CH:4][CH:3]=1.[OH:9][CH2:10][C:11]1[CH:12]=[C:13](B(O)O)[CH:14]=[CH:15][CH:16]=1.[O-]P([O-])([O-])=O.[K+].[K+].[K+]. Product: [CH2:1]([C:15]1[CH:16]=[C:11]([CH:12]=[CH:13][CH:14]=1)[CH2:10][OH:9])[C:2]1[CH:7]=[CH:6][CH:5]=[CH:4][CH:3]=1. The catalyst class is: 233. (2) Reactant: Cl[CH2:2][CH2:3][CH2:4][O:5][C:6]1[CH:11]=[CH:10][C:9]([C:12](=[S:14])[NH2:13])=[CH:8][CH:7]=1.C(=O)([O-])[O-].[K+].[K+].[I-].[Na+].[CH3:23][CH:24]1[CH2:28][CH2:27][CH2:26][NH:25]1. Product: [CH3:23][CH:24]1[CH2:28][CH2:27][CH2:26][N:25]1[CH2:2][CH2:3][CH2:4][O:5][C:6]1[CH:11]=[CH:10][C:9]([C:12](=[S:14])[NH2:13])=[CH:8][CH:7]=1. The catalyst class is: 10. (3) Reactant: Cl.Cl.[CH3:3][C:4]1[N:8]([CH:9]2[CH2:15][CH:14]3[N:16]([CH2:17][CH2:18][C:19]4([C:25]5[CH:30]=[CH:29][CH:28]=[CH:27][CH:26]=5)[CH2:24][CH2:23][NH:22][CH2:21][CH2:20]4)[CH:11]([CH2:12][CH2:13]3)[CH2:10]2)[C:7]2[CH:31]=[CH:32][CH:33]=[CH:34][C:6]=2[N:5]=1.[O:35]1[C:39]2[CH:40]=[CH:41][CH:42]=[CH:43][C:38]=2[CH:37]=[C:36]1[C:44](O)=[O:45].C(N(CC)CC)C.F[P-](F)(F)(F)(F)F.N1(OC(N(C)C)=[N+](C)C)C2N=CC=CC=2N=N1. Product: [O:35]1[C:39]2[CH:40]=[CH:41][CH:42]=[CH:43][C:38]=2[CH:37]=[C:36]1[C:44]([N:22]1[CH2:21][CH2:20][C:19]([CH2:18][CH2:17][N:16]2[C@H:14]3[CH2:13][CH2:12][C@@H:11]2[CH2:10][CH:9]([N:8]2[C:7]4[CH:31]=[CH:32][CH:33]=[CH:34][C:6]=4[N:5]=[C:4]2[CH3:3])[CH2:15]3)([C:25]2[CH:30]=[CH:29][CH:28]=[CH:27][CH:26]=2)[CH2:24][CH2:23]1)=[O:45]. The catalyst class is: 35. (4) Reactant: Cl.Cl.C[O:4][C:5](=[O:13])[C@H:6]([CH2:8][CH2:9][CH2:10][CH2:11][NH2:12])[NH2:7].O.O.O.O.O.O.O.O.O.O.O.O.OP([O-])([O-])=O.[Na+].[Na+]. Product: [NH2:7][C@H:6]([C:5]([OH:13])=[O:4])[CH2:8][CH2:9][CH2:10][CH2:11][NH2:12]. The catalyst class is: 801. (5) Reactant: [Cl:1][C:2]1[CH:7]=[C:6]([N+]([O-])=O)[CH:5]=[CH:4][N:3]=1.[OH:11][C:12]1[CH:21]=[C:20]2[C:15]([CH2:16][CH2:17][CH:18]([C:22]([OH:24])=[O:23])[CH2:19]2)=[CH:14][CH:13]=1.C(=O)([O-])[O-].[Cs+].[Cs+]. Product: [Cl:1][C:2]1[CH:7]=[C:6]([O:11][C:12]2[CH:21]=[C:20]3[C:15]([CH2:16][CH2:17][CH:18]([C:22]([OH:24])=[O:23])[CH2:19]3)=[CH:14][CH:13]=2)[CH:5]=[CH:4][N:3]=1. The catalyst class is: 9. (6) Reactant: [C:1]([O:9][CH2:10][C@@H:11]1[C@H:15](O)[C@@H:14]([OH:17])[C@H:13]([O:18][CH3:19])[O:12]1)(=[O:8])[C:2]1[CH:7]=[CH:6][CH:5]=[CH:4][CH:3]=1.CCN(S(F)(F)[F:26])CC.C(=O)(O)[O-].[Na+]. Product: [C:1]([O:9][CH2:10][C@@H:11]1[C@@H:15]([F:26])[C@@H:14]([OH:17])[C@H:13]([O:18][CH3:19])[O:12]1)(=[O:8])[C:2]1[CH:7]=[CH:6][CH:5]=[CH:4][CH:3]=1. The catalyst class is: 2.